Task: Regression. Given a peptide amino acid sequence and an MHC pseudo amino acid sequence, predict their binding affinity value. This is MHC class II binding data.. Dataset: Peptide-MHC class II binding affinity with 134,281 pairs from IEDB The peptide sequence is GELQIVDKIDRAFKI. The MHC is DRB1_0802 with pseudo-sequence DRB1_0802. The binding affinity (normalized) is 0.530.